Dataset: Full USPTO retrosynthesis dataset with 1.9M reactions from patents (1976-2016). Task: Predict the reactants needed to synthesize the given product. (1) Given the product [Br:8][C:5]1[CH:6]=[CH:7][C:2]([O:14][CH:9]2[CH2:13][CH2:12][CH2:11][CH2:10]2)=[N:3][CH:4]=1, predict the reactants needed to synthesize it. The reactants are: Br[C:2]1[CH:7]=[CH:6][C:5]([Br:8])=[CH:4][N:3]=1.[CH:9]1([OH:14])[CH2:13][CH2:12][CH2:11][CH2:10]1. (2) Given the product [CH2:1]([O:8][C@H:9]1[C@H:15]([O:16][CH2:17][C:18]2[CH:23]=[CH:22][CH:21]=[CH:20][CH:19]=2)[C@@H:14]([O:24][CH2:25][C:26]2[CH:31]=[CH:30][CH:29]=[CH:28][CH:27]=2)[C@:13]2([C:33]3[CH:38]=[CH:37][C:36]([Cl:39])=[C:35]([CH2:40][C:41]4[CH:46]=[CH:45][C:44]([O:47][CH2:48][CH3:49])=[CH:43][CH:42]=4)[CH:34]=3)[O:32][C@@:10]1([CH2:50][F:58])[CH2:11][O:12]2)[C:2]1[CH:7]=[CH:6][CH:5]=[CH:4][CH:3]=1, predict the reactants needed to synthesize it. The reactants are: [CH2:1]([O:8][C@H:9]1[C@H:15]([O:16][CH2:17][C:18]2[CH:23]=[CH:22][CH:21]=[CH:20][CH:19]=2)[C@@H:14]([O:24][CH2:25][C:26]2[CH:31]=[CH:30][CH:29]=[CH:28][CH:27]=2)[C@:13]2([C:33]3[CH:38]=[CH:37][C:36]([Cl:39])=[C:35]([CH2:40][C:41]4[CH:46]=[CH:45][C:44]([O:47][CH2:48][CH3:49])=[CH:43][CH:42]=4)[CH:34]=3)[O:32][C@@:10]1([CH2:50]O)[CH2:11][O:12]2)[C:2]1[CH:7]=[CH:6][CH:5]=[CH:4][CH:3]=1.C(N(S(F)(F)[F:58])CC)C. (3) Given the product [CH2:1]([N:8]([CH2:13][CH3:15])[C:9](=[O:12])[CH2:10][Cl:11])[C:2]1[CH:7]=[CH:6][CH:5]=[CH:4][CH:3]=1, predict the reactants needed to synthesize it. The reactants are: [CH2:1]([N:8]([CH3:13])[C:9](=[O:12])[CH2:10][Cl:11])[C:2]1[CH:7]=[CH:6][CH:5]=[CH:4][CH:3]=1.Cl[CH2:15]C(Cl)=O.C(CCN)C1C=CC=CC=1.CCCCCC.CCOC(C)=O. (4) Given the product [Cl:14][C:15]1[CH:37]=[C:36]([Cl:38])[CH:35]=[CH:34][C:16]=1[C:17]([NH:19][CH2:20][C:21]1([C:27]2[C:32]([F:33])=[CH:31][CH:30]=[CH:29][N:28]=2)[CH2:22][CH2:23][N:24]([S:4]([NH:3][CH2:1][CH3:2])(=[O:6])=[O:5])[CH2:25][CH2:26]1)=[O:18], predict the reactants needed to synthesize it. The reactants are: [CH2:1]([NH:3][S:4](C1C=CC=CC=1O)(=[O:6])=[O:5])[CH3:2].[Cl:14][C:15]1[CH:37]=[C:36]([Cl:38])[CH:35]=[CH:34][C:16]=1[C:17]([NH:19][CH2:20][C:21]1([C:27]2[C:32]([F:33])=[CH:31][CH:30]=[CH:29][N:28]=2)[CH2:26][CH2:25][NH:24][CH2:23][CH2:22]1)=[O:18].Cl. (5) Given the product [N+:9]([C:3]1[CH:4]=[C:5]([O:8][CH2:20][CH2:19][CH2:18][N:12]2[CH2:17][CH2:16][CH2:15][CH2:14][CH2:13]2)[CH:6]=[CH:7][C:2]=1[NH2:1])([O-:11])=[O:10], predict the reactants needed to synthesize it. The reactants are: [NH2:1][C:2]1[CH:7]=[CH:6][C:5]([OH:8])=[CH:4][C:3]=1[N+:9]([O-:11])=[O:10].[N:12]1([CH2:18][CH2:19][CH2:20]O)[CH2:17][CH2:16][CH2:15][CH2:14][CH2:13]1.C1(P(C2C=CC=CC=2)C2C=CC=CC=2)C=CC=CC=1.CCOC(/N=N/C(OCC)=O)=O. (6) The reactants are: CC(OC([NH:8][C@H:9]([C:11]([NH:13][C@@H:14]([CH2:20][CH2:21][C:22]1[CH:27]=[CH:26][CH:25]=[CH:24][CH:23]=1)/[CH:15]=[CH:16]/[C:17]([OH:19])=O)=[O:12])[CH3:10])=O)(C)C.CN(C([O:35]N1N=NC2C=CC=NC1=2)=[N+](C)C)C.F[P-](F)(F)(F)(F)F.CCN(C(C)C)C(C)C.[F:61][C:62]([F:71])([F:70])[C:63]1[CH:64]=[C:65]([CH:67]=[CH:68][CH:69]=1)[NH2:66].CN([CH:75]=[O:76])C. Given the product [F:61][C:62]([F:71])([F:70])[C:75]([OH:76])=[O:35].[NH2:8][C@H:9]([C:11]([NH:13][C@@H:14]([CH2:20][CH2:21][C:22]1[CH:23]=[CH:24][CH:25]=[CH:26][CH:27]=1)/[CH:15]=[CH:16]/[C:17]([NH:66][C:65]1[CH:67]=[CH:68][CH:69]=[C:63]([C:62]([F:61])([F:70])[F:71])[CH:64]=1)=[O:19])=[O:12])[CH3:10], predict the reactants needed to synthesize it. (7) Given the product [Cl:1][C:2]1[CH:3]=[C:4]([C:12]2[O:16][N:15]=[C:14]([C:17]3[CH:18]=[CH:19][CH:20]=[C:21]4[C:25]=3[N:24]([CH3:34])[CH:23]=[C:22]4[CH2:26][CH2:27][CH2:28][C:29]([O:31][CH2:32][CH3:33])=[O:30])[N:13]=2)[CH:5]=[CH:6][C:7]=1[O:8][CH:9]([CH3:10])[CH3:11], predict the reactants needed to synthesize it. The reactants are: [Cl:1][C:2]1[CH:3]=[C:4]([C:12]2[O:16][N:15]=[C:14]([C:17]3[CH:18]=[CH:19][CH:20]=[C:21]4[C:25]=3[NH:24][CH:23]=[C:22]4[CH2:26][CH2:27][CH2:28][C:29]([O:31][CH2:32][CH3:33])=[O:30])[N:13]=2)[CH:5]=[CH:6][C:7]=1[O:8][CH:9]([CH3:11])[CH3:10].[C:34](=O)(OC)OC.C1N2CCN(CC2)C1.